Dataset: Forward reaction prediction with 1.9M reactions from USPTO patents (1976-2016). Task: Predict the product of the given reaction. (1) Given the reactants [CH3:1][C:2]1[C:3]([C:24]2[CH:29]=[CH:28][CH:27]=[C:26]([C:30]([F:33])([F:32])[F:31])[CH:25]=2)=[N:4][C:5]2[C:10]([C:11]=1[C:12]([O:14][CH3:15])=[O:13])=[CH:9][C:8]([S:16]([CH3:19])(=[O:18])=[O:17])=[C:7]([O:20][CH:21]([CH3:23])[CH3:22])[CH:6]=2.C1C(=O)N([Br:41])C(=O)C1, predict the reaction product. The product is: [Br:41][CH2:1][C:2]1[C:3]([C:24]2[CH:29]=[CH:28][CH:27]=[C:26]([C:30]([F:33])([F:32])[F:31])[CH:25]=2)=[N:4][C:5]2[C:10]([C:11]=1[C:12]([O:14][CH3:15])=[O:13])=[CH:9][C:8]([S:16]([CH3:19])(=[O:18])=[O:17])=[C:7]([O:20][CH:21]([CH3:23])[CH3:22])[CH:6]=2. (2) Given the reactants [CH3:1][O:2][C:3]1[CH:26]=[C:25]([C:27]([F:30])([F:29])[F:28])[CH:24]=[C:23]([C:31]([F:34])([F:33])[F:32])[C:4]=1[C:5]([NH:7][CH:8]([C:17]1[CH:22]=[CH:21][CH:20]=[CH:19][CH:18]=1)[C:9]([CH3:16])([N:11]1[CH2:15][CH2:14][CH2:13][CH2:12]1)[CH3:10])=[O:6].[ClH:35], predict the reaction product. The product is: [ClH:35].[CH3:1][O:2][C:3]1[CH:26]=[C:25]([C:27]([F:28])([F:29])[F:30])[CH:24]=[C:23]([C:31]([F:33])([F:34])[F:32])[C:4]=1[C:5]([NH:7][CH:8]([C:17]1[CH:22]=[CH:21][CH:20]=[CH:19][CH:18]=1)[C:9]([CH3:16])([N:11]1[CH2:15][CH2:14][CH2:13][CH2:12]1)[CH3:10])=[O:6]. (3) Given the reactants Br[CH2:2][C:3]1[NH:8][C:7]([C:9]2[N:10]=[CH:11][S:12][C:13]=2[Cl:14])=[N:6][CH:5]([C:15]2[CH:20]=[CH:19][C:18]([Cl:21])=[CH:17][C:16]=2[Cl:22])[C:4]=1[C:23]([O:25][CH2:26][CH3:27])=[O:24].[NH:28]1[CH2:33][CH2:32][O:31][CH2:30][CH:29]1[C:34]([OH:36])=[O:35], predict the reaction product. The product is: [Cl:14][C:13]1[S:12][CH:11]=[N:10][C:9]=1[C:7]1[NH:8][C:3]([CH2:2][N:28]2[CH2:33][CH2:32][O:31][CH2:30][CH:29]2[C:34]([OH:36])=[O:35])=[C:4]([C:23]([O:25][CH2:26][CH3:27])=[O:24])[CH:5]([C:15]2[CH:20]=[CH:19][C:18]([Cl:21])=[CH:17][C:16]=2[Cl:22])[N:6]=1.